Dataset: Forward reaction prediction with 1.9M reactions from USPTO patents (1976-2016). Task: Predict the product of the given reaction. (1) The product is: [CH3:2][C:3]1([CH3:10])[C:7]([CH3:9])([CH3:8])[O:6][B:5]([CH2:14][C:13]([CH3:15])=[CH2:12])[O:4]1. Given the reactants [Mg].[CH3:2][C:3]1([CH3:10])[C:7]([CH3:9])([CH3:8])[O:6][BH:5][O:4]1.Br[CH2:12][C:13]([CH3:15])=[CH2:14].Cl, predict the reaction product. (2) Given the reactants [C:1]([CH2:3][C:4]([O:6][CH2:7][CH3:8])=[O:5])#[N:2].Br[C:10]1[CH:15]=[CH:14][CH:13]=[CH:12][N:11]=1.CC([O-])(C)C.[K+].CC(O)=O, predict the reaction product. The product is: [C:1]([CH:3]([C:10]1[CH:15]=[CH:14][CH:13]=[CH:12][N:11]=1)[C:4]([O:6][CH2:7][CH3:8])=[O:5])#[N:2]. (3) The product is: [CH3:1][O:2][C:3]1[CH:4]=[C:5]2[C:10](=[CH:11][C:12]=1[O:13][CH3:14])[N:9]=[CH:8][CH:7]=[C:6]2[O:15][C:16]1[CH:22]=[CH:21][C:19]([NH:20][C:34](=[O:33])[O:35][CH2:26][CH2:25][CH2:24][CH3:23])=[CH:18][CH:17]=1. Given the reactants [CH3:1][O:2][C:3]1[CH:4]=[C:5]2[C:10](=[CH:11][C:12]=1[O:13][CH3:14])[N:9]=[CH:8][CH:7]=[C:6]2[O:15][C:16]1[CH:22]=[CH:21][C:19]([NH2:20])=[CH:18][CH:17]=1.[C:23]1(C)C=C[CH:26]=[CH:25][CH:24]=1.ClC(Cl)([O:33][C:34](=O)[O:35]C(Cl)(Cl)Cl)Cl.C(=O)(O)[O-].[Na+], predict the reaction product. (4) Given the reactants Cl.F[C:3]1C=C(C=CC=1)CN1C=C(C2C3C(=NC=C(C4C=CC(C5CCNCC5)=CC=4)C=3)N(S(C3C=CC(C)=CC=3)(=O)=O)C=2)C=N1.[F:46][C:47]1[CH:48]=[C:49]([C:59]2[CH:60]=[C:61]3[C:67]([C:68]4[CH:69]=[N:70][N:71]([CH2:73][C:74]5[CH:79]=[CH:78][CH:77]=[C:76]([F:80])[CH:75]=5)[CH:72]=4)=[CH:66][N:65]([S:81]([C:84]4[CH:90]=[CH:89][C:87]([CH3:88])=[CH:86][CH:85]=4)(=[O:83])=[O:82])[C:62]3=[N:63][CH:64]=2)[CH:50]=[CH:51][C:52]=1[CH:53]1[CH2:58][CH2:57][NH:56][CH2:55][CH2:54]1.[OH-].[Li+], predict the reaction product. The product is: [F:46][C:47]1[CH:48]=[C:49]([C:59]2[CH:60]=[C:61]3[C:67]([C:68]4[CH:69]=[N:70][N:71]([CH2:73][C:74]5[CH:79]=[CH:78][CH:77]=[C:76]([F:80])[CH:75]=5)[CH:72]=4)=[CH:66][N:65]([S:81]([C:84]4[CH:85]=[CH:86][C:87]([CH3:88])=[CH:89][CH:90]=4)(=[O:83])=[O:82])[C:62]3=[N:63][CH:64]=2)[CH:50]=[CH:51][C:52]=1[CH:53]1[CH2:54][CH2:55][N:56]([CH3:3])[CH2:57][CH2:58]1. (5) Given the reactants [CH:1]1[C:9]2[N:8]3[C:10]([CH:13]4[CH:18]([CH3:19])[CH2:17][CH2:16][N:15](C(OCC5C=CC=CC=5)=O)[CH2:14]4)=[CH:11][N:12]=[C:7]3[CH:6]=[N:5][C:4]=2[NH:3][CH:2]=1.[H][H], predict the reaction product. The product is: [CH3:19][CH:18]1[CH2:17][CH2:16][NH:15][CH2:14][CH:13]1[C:10]1[N:8]2[C:9]3[CH:1]=[CH:2][NH:3][C:4]=3[N:5]=[CH:6][C:7]2=[N:12][CH:11]=1.